This data is from Experimentally validated miRNA-target interactions with 360,000+ pairs, plus equal number of negative samples. The task is: Binary Classification. Given a miRNA mature sequence and a target amino acid sequence, predict their likelihood of interaction. The miRNA is hsa-miR-4655-5p with sequence CACCGGGGAUGGCAGAGGGUCG. The protein sequence of the target gene is MKLNERSVAHYALSDSPADHMGFLRTWGGPGTPPTPSGTGRRCWFVLKGNLLFSFESREGRAPLSLVVLEGCTVELAEAPVPEEFAFAICFDAPGVRPHLLAAEGPAAQEAWVKVLSRASFGYMRLVVRELESQLQDARQSLALQRRSSWKSVASRCKPQAPNHRAAGLENGHCLSKDSSPVGLVEEAGSRSAGWGLAEWELQGPASLLLGKGQSPVSPETSCFSTLHDWYGQEIVELRQCWQKRAQGSHSKCEEQDRP. Result: 0 (no interaction).